Dataset: Reaction yield outcomes from USPTO patents with 853,638 reactions. Task: Predict the reaction yield, written as a fraction of the theoretical maximum amount of product (1.0 means a 100% yield; for example, 0.34 means a 34% yield). The reactants are [N+:1]([C:4]1[C:13]2[C:8](=[CH:9][CH:10]=[CH:11][CH:12]=2)[C:7]([OH:14])=[CH:6][CH:5]=1)([O-:3])=[O:2].Cl.Cl[CH2:17][CH2:18][N:19]1[CH2:24][CH2:23][O:22][CH2:21][CH2:20]1.[OH-].[Na+].C(=O)([O-])[O-].[K+].[K+]. The catalyst is O.CN1CCCC1=O. The product is [N+:1]([C:4]1[C:13]2[C:8](=[CH:9][CH:10]=[CH:11][CH:12]=2)[C:7]([O:14][CH2:17][CH2:18][N:19]2[CH2:24][CH2:23][O:22][CH2:21][CH2:20]2)=[CH:6][CH:5]=1)([O-:3])=[O:2]. The yield is 0.926.